Dataset: Catalyst prediction with 721,799 reactions and 888 catalyst types from USPTO. Task: Predict which catalyst facilitates the given reaction. (1) Reactant: [C:1]1([C:7]([C:15]2[CH:20]=[CH:19][CH:18]=[CH:17][CH:16]=2)=[N:8][C@H:9]([C:11]([O:13][CH3:14])=[O:12])[CH3:10])[CH:6]=[CH:5][CH:4]=[CH:3][CH:2]=1.C[Si]([N-][Si](C)(C)C)(C)C.[Na+].[Br:31][C:32]1[CH:33]=[C:34]([CH:37]=[CH:38][CH:39]=1)[CH2:35]Br. Product: [Br:31][C:32]1[CH:33]=[C:34]([CH:37]=[CH:38][CH:39]=1)[CH2:35][C@@:9]([CH3:10])([C:11]([O:13][CH3:14])=[O:12])[N:8]=[C:7]([C:15]1[CH:16]=[CH:17][CH:18]=[CH:19][CH:20]=1)[C:1]1[CH:6]=[CH:5][CH:4]=[CH:3][CH:2]=1. The catalyst class is: 3. (2) Reactant: Cl.Cl.[CH:3]([C@:6]1([C:12]([N:14]2[CH2:19][CH2:18][N:17]([C:20]3[CH:25]=[CH:24][CH:23]=[C:22]([C:26]([F:29])([F:28])[F:27])[CH:21]=3)[CH2:16][CH2:15]2)=[O:13])[CH2:10][CH2:9][C@@H:8]([NH2:11])[CH2:7]1)([CH3:5])[CH3:4].[CH2:30]([O:32][CH:33]1[C:38](=O)[CH2:37][CH2:36][O:35][CH2:34]1)[CH3:31].C(N(CC)CC)C.C(O[BH-](OC(=O)C)OC(=O)C)(=O)C.[Na+]. Product: [CH2:30]([O:32][CH:33]1[CH:38]([NH:11][C@@H:8]2[CH2:9][CH2:10][C@:6]([CH:3]([CH3:5])[CH3:4])([C:12]([N:14]3[CH2:19][CH2:18][N:17]([C:20]4[CH:25]=[CH:24][CH:23]=[C:22]([C:26]([F:28])([F:29])[F:27])[CH:21]=4)[CH2:16][CH2:15]3)=[O:13])[CH2:7]2)[CH2:37][CH2:36][O:35][CH2:34]1)[CH3:31]. The catalyst class is: 91. (3) Reactant: [O:1]([C:8]1[C:9]([NH:21][C:22]2[S:23][CH:24]=[C:25]([CH:27]3[CH2:32][CH2:31][NH:30][CH2:29][CH2:28]3)[N:26]=2)=[N:10][CH:11]=[C:12]([S:14][C:15]2[CH:20]=[CH:19][CH:18]=[CH:17][N:16]=2)[CH:13]=1)[C:2]1[CH:7]=[CH:6][CH:5]=[CH:4][CH:3]=1.[C:33]([O:37][C:38]([N-:40][S:41](N1C=CC(=[N+](C)C)C=C1)(=[O:43])=[O:42])=[O:39])([CH3:36])([CH3:35])[CH3:34].O. Product: [O:1]([C:8]1[C:9]([NH:21][C:22]2[S:23][CH:24]=[C:25]([CH:27]3[CH2:32][CH2:31][N:30]([S:41]([NH:40][C:38](=[O:39])[O:37][C:33]([CH3:35])([CH3:34])[CH3:36])(=[O:42])=[O:43])[CH2:29][CH2:28]3)[N:26]=2)=[N:10][CH:11]=[C:12]([S:14][C:15]2[CH:20]=[CH:19][CH:18]=[CH:17][N:16]=2)[CH:13]=1)[C:2]1[CH:7]=[CH:6][CH:5]=[CH:4][CH:3]=1. The catalyst class is: 4. (4) Reactant: [F:1][C:2]([F:28])([F:27])[C:3]1[CH:4]=[CH:5][C:6]2[N:10]=[C:9]([C:11]3[CH:15]=[C:14]([C@H:16]([NH:18]C(=O)OC(C)(C)C)[CH3:17])[O:13][N:12]=3)[NH:8][C:7]=2[CH:26]=1. Product: [F:28][C:2]([F:1])([F:27])[C:3]1[CH:4]=[CH:5][C:6]2[N:10]=[C:9]([C:11]3[CH:15]=[C:14]([C@H:16]([NH2:18])[CH3:17])[O:13][N:12]=3)[NH:8][C:7]=2[CH:26]=1. The catalyst class is: 67. (5) Reactant: [NH2:1][CH2:2][C@@H:3]1[O:8][CH2:7][C@@H:6]([N:9]2[C:13]3=[C:14]4[S:20][CH:19]=[CH:18][C:15]4=[N:16][CH:17]=[C:12]3[N:11]=[C:10]2[C@H:21]([OH:23])[CH3:22])[CH2:5][CH2:4]1.C(N(CC)CC)C.Cl[C:32]([O:34][CH:35]([CH3:37])[CH3:36])=[O:33]. Product: [OH:23][C@@H:21]([C:10]1[N:9]([C@@H:6]2[CH2:7][O:8][C@@H:3]([CH2:2][NH:1][C:32](=[O:33])[O:34][CH:35]([CH3:37])[CH3:36])[CH2:4][CH2:5]2)[C:13]2=[C:14]3[S:20][CH:19]=[CH:18][C:15]3=[N:16][CH:17]=[C:12]2[N:11]=1)[CH3:22]. The catalyst class is: 390. (6) Reactant: [F:1][C:2]1[CH:28]=[CH:27][CH:26]=[C:25]([C:29]2[N:34]=[CH:33][CH:32]=[CH:31][N:30]=2)[C:3]=1[C:4]([N:6]1[CH2:11][CH2:10][CH2:9][C@@H:8]([CH3:12])[C@H:7]1[CH2:13][N:14]1C(=O)C2C(=CC=CC=2)C1=O)=[O:5].NN.O. Product: [NH4+:6].[OH-:5].[NH2:14][CH2:13][C@@H:7]1[C@H:8]([CH3:12])[CH2:9][CH2:10][CH2:11][N:6]1[C:4]([C:3]1[C:25]([C:29]2[N:34]=[CH:33][CH:32]=[CH:31][N:30]=2)=[CH:26][CH:27]=[CH:28][C:2]=1[F:1])=[O:5]. The catalyst class is: 5. (7) Reactant: [O:1]=[C:2]1[C:6]2[CH:7]=[CH:8][CH:9]=[CH:10][C:5]=2[C:4](=[O:11])[N:3]1[CH2:12][CH2:13][CH2:14][S:15]([O:18][CH2:19][C:20]([CH3:33])([CH3:32])[C@@H:21]([O:24][CH2:25][C:26]1[CH:31]=[CH:30][CH:29]=[CH:28][CH:27]=1)[CH:22]=C)(=[O:17])=[O:16].[O:34]=[O+][O-].CSC. Product: [O:11]=[C:4]1[C:5]2[CH:10]=[CH:9][CH:8]=[CH:7][C:6]=2[C:2](=[O:1])[N:3]1[CH2:12][CH2:13][CH2:14][S:15]([O:18][CH2:19][C:20]([CH3:32])([CH3:33])[C@@H:21]([O:24][CH2:25][C:26]1[CH:31]=[CH:30][CH:29]=[CH:28][CH:27]=1)[CH:22]=[O:34])(=[O:17])=[O:16]. The catalyst class is: 4.